This data is from Drug-target binding data from BindingDB using IC50 measurements. The task is: Regression. Given a target protein amino acid sequence and a drug SMILES string, predict the binding affinity score between them. We predict pIC50 (pIC50 = -log10(IC50 in M); higher means more potent). Dataset: bindingdb_ic50. (1) The target protein sequence is MKKIKIVPLILIVVVVGFGIYFYASKDKEINNTIDAIEDKNFKQVYKDSSYISKSDNGEVEMTERPIKIYNSLGVKDINIQDRKIKKVSKNKKRVDAQYKIKTNYGNIDRNVQFNFVKEDGMWKLDWDHSVIIPGMQKDQSIHIENLKSERGKILDRNNVELANTGTHMRLGIVPKNVSKKDYKAIAKELSISEDYINNKWIKIGYKMIPSFHFKTVKKMDEYLSDFAKKFHLTTNETESRNYPLEKATSHLLGYVGPINSEELKQKEYKGYKDDAVIGKKGLEKLYDKKLQHEDGYRVTIVDDNSNTIAHTLIEKKKKDGKDIQLTIDAKVQKSIYNNMKNDYGSGTAIHPQTGELLALVSTPSYDVYPFMYGMSNEEYNKLTEDKKEPLLNKFQITTSPGSTQKILTAMIGLNNKTLDDKTSYKIDGKGWQKDKSWGGYNVTRYEVVNGNIDLKQAIESSDNIFFARVALELGSKKFEKGMKKLGVGEDIPSDYPFYN.... The pIC50 is 5.7. The small molecule is C[C@@H](O)[C@H]1C(=O)N2C(C(=O)[O-])=C(Sc3nc4cc(C(F)(F)F)ccc4s3)[C@H](C)[C@H]12.[Na+]. (2) The small molecule is Cc1c2c(O[C@H](C)[C@H]3CNC(=O)C3)nc(-c3c[nH]nc3C(C)(C)C)cc2nn1C. The target protein sequence is HKYKKQFRYESQLQMVQVTGSSDNEYFYVDFREYEYDLKWEFPRENLEFGKVLGSGAFGKVMNATAYGISKTGVSIQVAVKMLKEKADSSEREALMSELKMMTQLGSHENIVNLLGACTLSGPIYLIFEYCCYGDLLNYLRSKREKFHRTWTEIFKEHNFSFYPTFQSHPNSSMPGSREVQIHPDSDQISGLHGNSFHSEDEIEYENQKRLEEEEDLNVLTFEDLLCFAYQVAKGMEFLEFKSCVHRDLAARNVLVTHGKVVKICDFGLARDIMSDSNYVVRGNARLPVKWMAPESLFEGIYTIKSDVWSYGILLWEIFSLGVNPYPGIPVDANFYKLIQNGFKMDQPFYATEEIYIIMQSCWAFDSRKRPSFPNLTSFLGCQLADAEEAMYQNVDG. The pIC50 is 5.1. (3) The small molecule is O=c1ccn(COCCOP(=O)(O)OP(=O)(O)OP(=O)(O)O)c(=O)[nH]1. The target protein (P35383) has sequence MAADLEPWNSTINGTWEGDELGYKCRFNEDFKYVLLPVSYGVVCVLGLCLNVVALYIFLCRLKTWNASTTYMFHLAVSDSLYAASLPLLVYYYARGDHWPFSTVLCKLVRFLFYTNLYCSILFLTCISVHRCLGVLRPLHSLRWGRARYARRVAAVVWVLVLACQAPVLYFVTTSVRGTRITCHDTSARELFSHFVAYSSVMLGLLFAVPFSVILVCYVLMARRLLKPAYGTTGGLPRAKRKSVRTIALVLAVFALCFLPFHVTRTLYYSFRSLDLSCHTLNAINMAYKITRPLASANSCLDPVLYFLAGQRLVRFARDAKPPTEPTPSPQARRKLGLHRPNRTVRKDLSVSSDDSRRTESTPAGSETKDIRL. The pIC50 is 3.3. (4) The drug is C[C@H]1Cn2c(-c3nccs3)nnc2-c2nnc(-c3cccc(C(F)(F)F)c3Cl)n21. The target protein (Q9Z1M0) has sequence MPACCSWNDVLQYETNKVTRIQSTNYGTVKWVLHMIVFSYISFALVSDKLYQRKEPVISSVHTKVKGIAEVTENVTEGGVTKLGHSIFDTADYTFPLQGNSFFVMTNYVKSEGQVQTLCPEYPRRGAQCSSDRRCKKGWMDPQSKGIQTGRCVPYDKTRKTCEVSAWCPTEEEKEAPRPALLRSAENFTVLIKNNIHFPGHNYTTRNILPTMNGSCTFHKTWDPQCSIFRLGDIFQEAGENFTEVAVQGGIMGIEIYWDCNLDSWSHHCRPRYSFRRLDDKNTDESFVPGYNFRYAKYYKENNVEKRTLIKAFGIRFDILVFGTGGKFDIIQLVVYIGSTLSYFGLATVCIDLLINTYSSAFCRSGVYPYCKCCEPCTVNEYYYRKKCESIMEPKPTLKYVSFVDEPHIRMVDQQLLGKSLQVVKGQEVPRPQMDFSDLSRLSLSLHDSPLTPGQSEEIQLLHEEVAPKSGDSPSWCQCGNCLPSRLPEQRRALEELCCR.... The pIC50 is 7.6. (5) The small molecule is Cc1nn(Cc2ccc(Oc3ccccc3)cc2)c2nc(-c3ccc(F)cc3)cc(C(=O)O)c12. The target protein (P97287) has sequence MFGLRRNAVIGLNLYCGGASLGAGGGSPAGARLVAEEAKARREGGGEAALLPGARVVARPPPVGAEDPDVTASAERRLHKSPGLLAVPPEEMAASAAAAIVSPEEELDGCEPEAIGKRPAVLPLLERVSEAAKSSGADGSLPSTPPPPEEEEDDLYRQSLEIISRYLREQATGSKDSKPLGEAGAAGRRALETLRRVGDGVQRNHETAFQGMLRKLDIKNEGDVKSFSRVMVHVFKDGVTNWGRIVTLISFGAFVAKHLKSVNQESFIEPLAETITDVLVRTKRDWLVKQRGWDGFVEFFHVQDLEGGIRNVLLAFAGVAGVGAGLAYLIR. The pIC50 is 5.0. (6) The compound is CCc1ccc(S(=O)(=O)NCC(CN2CCOCC2)OP(=O)(O)O)cc1. The target protein (P17952) has sequence MNTQQLAKLRSIVPEMRRVRHIHFVGIGGAGMGGIAEVLANEGYQISGSDLAPNPVTQQLMNLGATIYFNHRPENVRDASVVVVSSAISADNPEIVAAHEARIPVIRRAEMLAELMRFRHGIAIAGTHGKTTTTAMVSSIYAEAGLDPTFVNGGLVKAAGVHARLGHGRYLIAEADESDASFLHLQPMVAIVTNIEADHMDTYQGDFENLKQTFINFLHNLPFYGRAVMCVDDPVIRELLPRVGRQTTTYGFSEDADVRVEDYQQIGPQGHFTLLRQDKEPMRVTLNAPGRHNALNAAAAVAVATEEGIDDEAILRALESFQGTGRRFDFLGEFPLEPVNGKSGTAMLVDDYGHHPTEVDATIKAARAGWPDKNLVMLFQPHRFTRTRDLYDDFANVLTQVDTLLMLEVYPAGEAPIPGADSRSLCRTIRGRGKIDPILVPDPARVAEMLAPVLTGNDLILVQGAGNIGKIARSLAEIKLKPQTPEEEQHD. The pIC50 is 3.1. (7) The compound is O=C1c2cccc3cccc(c23)C(=O)N1CCCNCCCCCCCCNCCCN1C(=O)c2cccc3cccc(c23)C1=O. The target protein sequence is MTASPRAPHQEHVLGEPTLEGLAHYIREKNVRRILVLVGAGASVAAGIPDFRSPDTGIYANLGKYNLEDPTDAFSLTLLREKPEIFYSIARELNLWPGHFQPTAVHHFIRLLQDEGRLLRCCTQNIDGLEKAAGVSPELLVEAHGSFAAAACIECHTPFSIEQNYLEAMSGTVSRCSTCGGIVKPNVVFFGENLPDAFFDALHHDAPIAELVIIIGTSMQVHPFALLPCVVPKSVPRVVMNRERVGGLLFRFPDDPLNTVHEDAVAKEGRSSSSQSRSPSASPRREEGGTEDSPSSPNEEVEEASTSSSSDGYGQYGDYHAHPDVCRDVLFRGDCQENVVTLAEYLGLSEALAKRMRLSDAAPATAQRAPNET. The pIC50 is 5.0. (8) The pIC50 is 5.7. The target protein sequence is MEVAEVESPLNPSCKIMTFRPSMEEFREFNKYLAYMESKGAHRAGLAKVIPPKEWKPRQCYDDIDNLLIPAPIQQMVTGQSGLFTQYNIQKKAMTVKEFRQLANSGKYCTPRYLDYEDLERKYWKNLTFVAPIYGADINGSIYDEGVDEWNIARLNTVLDVVEEECGISIEGVNTPYLYFGMWKTTFAWHTEDMDLYSINYLHFGEPKSWYAIPPEHGKRLERLAQGFFPSSSQGCDAFLRHKMTLISPSVLKKYGIPFDKITQEAGEFMITFPYGYHAGFNHGFNCAESTNFATVRWIDYGKVAKLCTCRKDMVKISMDIFVRKFQPDRYQLWKQGKDIYTIDHTKPTP. The small molecule is CC(C)c1c(-c2ccccc2)[nH]c2c(C#N)cnn2c1=O. (9) The pIC50 is 4.5. The small molecule is Cc1ccc(-c2cc(C(F)(F)F)nn2-c2ccc(S(N)(=O)=O)cc2)cc1. The target protein (P05979) has sequence MSRQSISLRFPLLLLLLSPSPVFSADPGAPAPVNPCCYYPCQHQGICVRFGLDRYQCDCTRTGYSGPNCTIPEIWTWLRTTLRPSPSFIHFLLTHGRWLWDFVNATFIRDTLMRLVLTVRSNLIPSPPTYNIAHDYISWESFSNVSYYTRILPSVPRDCPTPMDTKGKKQLPDAEFLSRRFLLRRKFIPDPQSTNLMFAFFAQHFTHQFFKTSGKMGPGFTKALGHGVDLGHIYGDNLERQYQLRLFKDGKLKYQMLNGEVYPPSVEEAPVLMHYPRGIPPQSQMAVGQEVFGLLPGLMLYATIWLREHNRVCDLLKAEHPTWGDEQLFQTARLILIGETIKIVIEEYVQQLSGYFLQLKFDPELLFGAQFQYRNRIAMEFNQLYHWHPLMPDSFRVGPQDYSYEQFLFNTSMLVDYGVEALVDAFSRQPAGRIGGGRNIDHHILHVAVDVIKESRVLRLQPFNEYRKRFGMKPYTSFQELTGEKEMAAELEELYGDIDA.... (10) The small molecule is CC(C)(C)n1cc(-c2ccc(Oc3cccc(N)c3)cc2)c2c(N)ncnc21. The target protein (Q02763) has sequence MDSLASLVLCGVSLLLSGTVEGAMDLILINSLPLVSDAETSLTCIASGWRPHEPITIGRDFEALMNQHQDPLEVTQDVTREWAKKVVWKREKASKINGAYFCEGRVRGEAIRIRTMKMRQQASFLPATLTMTVDKGDNVNISFKKVLIKEEDAVIYKNGSFIHSVPRHEVPDILEVHLPHAQPQDAGVYSARYIGGNLFTSAFTRLIVRRCEAQKWGPECNHLCTACMNNGVCHEDTGECICPPGFMGRTCEKACELHTFGRTCKERCSGQEGCKSYVFCLPDPYGCSCATGWKGLQCNEACHPGFYGPDCKLRCSCNNGEMCDRFQGCLCSPGWQGLQCEREGIQRMTPKIVDLPDHIEVNSGKFNPICKASGWPLPTNEEMTLVKPDGTVLHPKDFNHTDHFSVAIFTIHRILPPDSGVWVCSVNTVAGMVEKPFNISVKVLPKPLNAPNVIDTGHNFAVINISSEPYFGDGPIKSKKLLYKPVNHYEAWQHIQVTNE.... The pIC50 is 5.8.